Dataset: Forward reaction prediction with 1.9M reactions from USPTO patents (1976-2016). Task: Predict the product of the given reaction. (1) Given the reactants [CH3:1][O:2][C:3]1[CH:8]=[CH:7][CH:6]=[CH:5][C:4]=1[N:9]1[CH2:14][CH2:13][N:12]([CH2:15][CH2:16][CH2:17][NH2:18])[CH2:11][CH2:10]1.[O:19]=[C:20]1[CH2:29][CH2:28][C:27]2[C:22](=[CH:23][C:24]([C:30](O)=[O:31])=[CH:25][CH:26]=2)[NH:21]1.N1C2C(=CC=CC=2)C=CC1=O, predict the reaction product. The product is: [CH3:1][O:2][C:3]1[CH:8]=[CH:7][CH:6]=[CH:5][C:4]=1[N:9]1[CH2:10][CH2:11][N:12]([CH2:15][CH2:16][CH2:17][NH:18][C:30]([C:24]2[CH:23]=[C:22]3[C:27]([CH2:28][CH2:29][C:20](=[O:19])[NH:21]3)=[CH:26][CH:25]=2)=[O:31])[CH2:13][CH2:14]1. (2) Given the reactants [C:1]([O:5]CCO)(=[O:4])[CH:2]=[CH2:3].[C:9]([O-])(=[O:21])[CH2:10]CCCCCCCCCC.C([Sn+2]CCCC)CCC.C([O-])(=O)CCCCCCCCCCC.CC1C=CC(N=C=O)=CC=1N=C=O.[N-:59]=[C:60]=[O:61], predict the reaction product. The product is: [C:1]([OH:5])(=[O:4])[CH:2]=[CH2:3].[NH2:59][C:60]([O:21][CH2:9][CH3:10])=[O:61]. (3) Given the reactants I[C:2]1[C:10]2[C:5](=[CH:6][CH:7]=[C:8]([N:11]([S:19]([C:22]3[CH:27]=[CH:26][CH:25]=[CH:24][C:23]=3[S:28]([CH3:31])(=[O:30])=[O:29])(=[O:21])=[O:20])C(OC(C)(C)C)=O)[CH:9]=2)[N:4](C(OC(C)(C)C)=O)[N:3]=1.[S:39]1[CH:43]=[CH:42][CH:41]=[C:40]1B(O)O.C(=O)([O-])O.[Na+], predict the reaction product. The product is: [CH3:31][S:28]([C:23]1[CH:24]=[CH:25][CH:26]=[CH:27][C:22]=1[S:19]([NH:11][C:8]1[CH:9]=[C:10]2[C:5](=[CH:6][CH:7]=1)[NH:4][N:3]=[C:2]2[C:40]1[S:39][CH:43]=[CH:42][CH:41]=1)(=[O:20])=[O:21])(=[O:30])=[O:29]. (4) Given the reactants [CH:1]1([CH:7]=O)[CH2:6][CH2:5][CH2:4][CH2:3][CH2:2]1.[C@@H:9]1([NH2:19])[C:18]2[C:13](=[CH:14][CH:15]=[CH:16][CH:17]=2)[CH2:12][CH2:11][CH2:10]1, predict the reaction product. The product is: [CH:1]1([CH2:7][NH:19][C@@H:9]2[C:18]3[C:13](=[CH:14][CH:15]=[CH:16][CH:17]=3)[CH2:12][CH2:11][CH2:10]2)[CH2:6][CH2:5][CH2:4][CH2:3][CH2:2]1. (5) Given the reactants [CH3:1][C:2]1[CH:10]=[CH:9][CH:8]=[CH:7][C:3]=1[C:4]([OH:6])=O.[F:11][C:12]1[CH:17]=[CH:16][C:15]([CH:18]([N:21]2[CH2:26][CH2:25][O:24][CH2:23][CH2:22]2)[CH2:19][NH2:20])=[CH:14][CH:13]=1, predict the reaction product. The product is: [F:11][C:12]1[CH:17]=[CH:16][C:15]([CH:18]([N:21]2[CH2:22][CH2:23][O:24][CH2:25][CH2:26]2)[CH2:19][NH:20][C:4](=[O:6])[C:3]2[CH:7]=[CH:8][CH:9]=[CH:10][C:2]=2[CH3:1])=[CH:14][CH:13]=1. (6) Given the reactants [CH:1]1([CH2:7][C:8]2[NH:16][C:15]3[C:10](=[N:11][CH:12]=[CH:13][C:14]=3[C:17]([O:19]C)=[O:18])[CH:9]=2)[CH2:6][CH2:5][CH2:4][CH2:3][CH2:2]1, predict the reaction product. The product is: [CH:1]1([CH2:7][C:8]2[NH:16][C:15]3[C:10](=[N:11][CH:12]=[CH:13][C:14]=3[C:17]([OH:19])=[O:18])[CH:9]=2)[CH2:2][CH2:3][CH2:4][CH2:5][CH2:6]1. (7) Given the reactants Br[C:2]1[S:6][N:5]=[C:4]([CH3:7])[C:3]=1[N+:8]([O-:10])=[O:9].[O:11]=[C:12]1[C:20]2[C:15](=[CH:16][CH:17]=[CH:18][CH:19]=2)[C:14](=[O:21])[N:13]1[K].CN([CH:26]=[O:27])C, predict the reaction product. The product is: [CH3:7][C:4]1[C:3]([N+:8]([O-:10])=[O:9])=[C:2]([NH:13][C:14]([C:15]2[CH:16]=[CH:17][CH:18]=[CH:19][C:20]=2[C:12]([O:27][CH3:26])=[O:11])=[O:21])[S:6][N:5]=1.